This data is from Full USPTO retrosynthesis dataset with 1.9M reactions from patents (1976-2016). The task is: Predict the reactants needed to synthesize the given product. Given the product [ClH:15].[N:17]12[CH2:24][CH:21]([CH2:22][CH2:23]1)[N:20]([C:10]([C:3]1[C:4]3[C:9](=[CH:8][CH:7]=[CH:6][CH:5]=3)[NH:1][N:2]=1)=[O:12])[CH2:19][CH2:18]2, predict the reactants needed to synthesize it. The reactants are: [NH:1]1[C:9]2[C:4](=[CH:5][CH:6]=[CH:7][CH:8]=2)[C:3]([C:10]([OH:12])=O)=[N:2]1.S(Cl)([Cl:15])=O.[N:17]12[CH2:24][CH:21]([CH2:22][CH2:23]1)[NH:20][CH2:19][CH2:18]2.